From a dataset of Merck oncology drug combination screen with 23,052 pairs across 39 cell lines. Regression. Given two drug SMILES strings and cell line genomic features, predict the synergy score measuring deviation from expected non-interaction effect. (1) Drug 1: O=S1(=O)NC2(CN1CC(F)(F)F)C1CCC2Cc2cc(C=CCN3CCC(C(F)(F)F)CC3)ccc2C1. Drug 2: O=C(CCCCCCC(=O)Nc1ccccc1)NO. Cell line: HT144. Synergy scores: synergy=1.06. (2) Cell line: OV90. Drug 2: Cn1cc(-c2cnn3c(N)c(Br)c(C4CCCNC4)nc23)cn1. Drug 1: Nc1ccn(C2OC(CO)C(O)C2(F)F)c(=O)n1. Synergy scores: synergy=3.35. (3) Drug 1: O=S1(=O)NC2(CN1CC(F)(F)F)C1CCC2Cc2cc(C=CCN3CCC(C(F)(F)F)CC3)ccc2C1. Drug 2: CS(=O)(=O)CCNCc1ccc(-c2ccc3ncnc(Nc4ccc(OCc5cccc(F)c5)c(Cl)c4)c3c2)o1. Cell line: UWB1289BRCA1. Synergy scores: synergy=19.0. (4) Drug 1: Cn1c(=O)n(-c2ccc(C(C)(C)C#N)cc2)c2c3cc(-c4cnc5ccccc5c4)ccc3ncc21. Drug 2: CCc1c2c(nc3ccc(O)cc13)-c1cc3c(c(=O)n1C2)COC(=O)C3(O)CC. Cell line: ZR751. Synergy scores: synergy=23.5. (5) Synergy scores: synergy=2.95. Drug 2: Cc1nc(Nc2ncc(C(=O)Nc3c(C)cccc3Cl)s2)cc(N2CCN(CCO)CC2)n1. Drug 1: COC12C(COC(N)=O)C3=C(C(=O)C(C)=C(N)C3=O)N1CC1NC12. Cell line: UWB1289. (6) Drug 1: O=c1[nH]cc(F)c(=O)[nH]1. Drug 2: CNC(=O)c1cc(Oc2ccc(NC(=O)Nc3ccc(Cl)c(C(F)(F)F)c3)cc2)ccn1. Cell line: SW837. Synergy scores: synergy=-8.61. (7) Drug 1: CN(Cc1cnc2nc(N)nc(N)c2n1)c1ccc(C(=O)NC(CCC(=O)O)C(=O)O)cc1. Drug 2: Cn1c(=O)n(-c2ccc(C(C)(C)C#N)cc2)c2c3cc(-c4cnc5ccccc5c4)ccc3ncc21. Cell line: NCIH2122. Synergy scores: synergy=-11.1.